From a dataset of Peptide-MHC class II binding affinity with 134,281 pairs from IEDB. Regression. Given a peptide amino acid sequence and an MHC pseudo amino acid sequence, predict their binding affinity value. This is MHC class II binding data. (1) The peptide sequence is KVSDDITYVATATLP. The MHC is DRB1_0405 with pseudo-sequence DRB1_0405. The binding affinity (normalized) is 0.496. (2) The peptide sequence is LTFGWCYKL. The MHC is DRB1_0103 with pseudo-sequence DRB1_0103. The binding affinity (normalized) is 0.105.